This data is from Peptide-MHC class I binding affinity with 185,985 pairs from IEDB/IMGT. The task is: Regression. Given a peptide amino acid sequence and an MHC pseudo amino acid sequence, predict their binding affinity value. This is MHC class I binding data. The peptide sequence is MVAKYDLLV. The MHC is HLA-A03:01 with pseudo-sequence HLA-A03:01. The binding affinity (normalized) is 0.0847.